The task is: Predict which catalyst facilitates the given reaction.. This data is from Catalyst prediction with 721,799 reactions and 888 catalyst types from USPTO. Reactant: [H-].[Na+].[CH3:3][O:4][C:5]1[CH:6]=[C:7]2[C:11](=[CH:12][CH:13]=1)[NH:10][C:9]([C:14]([O:16][CH2:17][CH3:18])=[O:15])=[CH:8]2.Br[CH2:20][C:21]([O:23][CH2:24][CH3:25])=[O:22]. Product: [CH2:17]([O:16][C:14]([C:9]1[N:10]([CH2:20][C:21]([O:23][CH2:24][CH3:25])=[O:22])[C:11]2[C:7]([CH:8]=1)=[CH:6][C:5]([O:4][CH3:3])=[CH:13][CH:12]=2)=[O:15])[CH3:18]. The catalyst class is: 3.